From a dataset of M1 muscarinic receptor agonist screen with 61,833 compounds. Binary Classification. Given a drug SMILES string, predict its activity (active/inactive) in a high-throughput screening assay against a specified biological target. (1) The molecule is S(C(CC)C(=O)Nc1sc(nn1)CC)CC(OCC)=O. The result is 0 (inactive). (2) The molecule is o1nc(nc1CCC(=O)Nc1c(CC)cccc1)c1ccc(cc1)C. The result is 0 (inactive). (3) The molecule is S(CC(=O)Nc1cc(ccc1)C(F)(F)F)c1oc(nn1)CNC(=O)c1cc(OC)c(OC)cc1. The result is 0 (inactive). (4) The drug is s1c(C(=O)N2CCN(CC2)c2n(CC(C)C)c3c(n2)cccc3)ccc1. The result is 0 (inactive).